Dataset: Full USPTO retrosynthesis dataset with 1.9M reactions from patents (1976-2016). Task: Predict the reactants needed to synthesize the given product. (1) Given the product [F:1][C:2]1[CH:10]=[CH:9][CH:8]=[C:7]2[C:3]=1[C:4]([C@H:11]1[CH2:16][CH2:15][C@@H:14]([N:30]3[CH2:31][CH2:32][N:27]([C:22]4[CH:23]=[CH:24][CH:25]=[C:26]5[C:21]=4[CH:20]=[CH:19][NH:18]5)[CH2:28][CH2:29]3)[CH2:13][CH2:12]1)=[CH:5][NH:6]2, predict the reactants needed to synthesize it. The reactants are: [F:1][C:2]1[CH:10]=[CH:9][CH:8]=[C:7]2[C:3]=1[C:4]([CH:11]1[CH2:16][CH2:15][C:14](=O)[CH2:13][CH2:12]1)=[CH:5][NH:6]2.[NH:18]1[C:26]2[C:21](=[C:22]([N:27]3[CH2:32][CH2:31][NH:30][CH2:29][CH2:28]3)[CH:23]=[CH:24][CH:25]=2)[CH:20]=[CH:19]1.C(O[BH-](OC(=O)C)OC(=O)C)(=O)C.[Na+].C(O)(=O)C. (2) Given the product [Cl:1][C:2]1[C:7]([C:8](=[O:9])[CH2:16][C:15]2[CH:19]=[CH:20][CH:21]=[CH:22][C:14]=2[Cl:13])=[CH:6][N:5]=[C:4]([S:11][CH3:12])[N:3]=1, predict the reactants needed to synthesize it. The reactants are: [Cl:1][C:2]1[C:7]([C:8](Cl)=[O:9])=[CH:6][N:5]=[C:4]([S:11][CH3:12])[N:3]=1.[Cl:13][C:14]1[CH:22]=[CH:21][CH:20]=[CH:19][C:15]=1[CH2:16][Mg]Cl.